From a dataset of Reaction yield outcomes from USPTO patents with 853,638 reactions. Predict the reaction yield, written as a fraction of the theoretical maximum amount of product (1.0 means a 100% yield; for example, 0.34 means a 34% yield). (1) The reactants are I[C:2]1[CH:7]=[CH:6][CH:5]=[CH:4][N:3]=1.[C:8]([O:14][CH2:15][CH3:16])(=[O:13])[CH2:9][CH2:10][C:11]#[CH:12]. The catalyst is C(N(CC)CC)C.[Cu](I)I.Cl[Pd](Cl)([P](C1C=CC=CC=1)(C1C=CC=CC=1)C1C=CC=CC=1)[P](C1C=CC=CC=1)(C1C=CC=CC=1)C1C=CC=CC=1. The product is [N:3]1[CH:4]=[CH:5][CH:6]=[CH:7][C:2]=1[C:12]#[C:11][CH2:10][CH2:9][C:8]([O:14][CH2:15][CH3:16])=[O:13]. The yield is 0.780. (2) The reactants are [F:1][C:2]1[CH:10]=[C:9]([F:11])[CH:8]=[C:7]([F:12])[C:3]=1[C:4]([OH:6])=[O:5].CN(C1C=CC=CN=1)C.[C:22](OC(OC(O[C:22]([CH3:25])([CH3:24])[CH3:23])=O)=O)([CH3:25])([CH3:24])[CH3:23]. The catalyst is C(O)(C)(C)C. The product is [F:1][C:2]1[CH:10]=[C:9]([F:11])[CH:8]=[C:7]([F:12])[C:3]=1[C:4]([O:6][C:22]([CH3:25])([CH3:24])[CH3:23])=[O:5]. The yield is 1.00. (3) The reactants are [CH2:1]1[C:9]2[C:4](=[CH:5][CH:6]=[CH:7][CH:8]=2)[CH2:3][NH:2]1.[Cl:10][C:11]1[CH:16]=[CH:15][C:14]([N:17]=[C:18]=[O:19])=[C:13]([CH3:20])[CH:12]=1. The catalyst is O1CCOCC1. The product is [Cl:10][C:11]1[CH:16]=[CH:15][C:14]([NH:17][C:18]([N:2]2[CH2:3][C:4]3[C:9](=[CH:8][CH:7]=[CH:6][CH:5]=3)[CH2:1]2)=[O:19])=[C:13]([CH3:20])[CH:12]=1. The yield is 0.940. (4) The reactants are [C:1]1([C:7]([C:9]2[CH:17]=[C:16]3[C:12]([C:13]([CH:26]=[CH:27][C:28]4[CH:33]=[CH:32][CH:31]=[CH:30][CH:29]=4)=[N:14][N:15]3COCC[Si](C)(C)C)=[CH:11][CH:10]=2)=[CH2:8])[CH:6]=[CH:5][CH:4]=[CH:3][CH:2]=1.[F-].C([N+](CCCC)(CCCC)CCCC)CCC.C(=O)(O)[O-].[Na+]. The catalyst is C1COCC1. The product is [C:1]1([C:7]([C:9]2[CH:17]=[C:16]3[C:12]([C:13]([CH:26]=[CH:27][C:28]4[CH:29]=[CH:30][CH:31]=[CH:32][CH:33]=4)=[N:14][NH:15]3)=[CH:11][CH:10]=2)=[CH2:8])[CH:2]=[CH:3][CH:4]=[CH:5][CH:6]=1. The yield is 0.400.